From a dataset of Reaction yield outcomes from USPTO patents with 853,638 reactions. Predict the reaction yield, written as a fraction of the theoretical maximum amount of product (1.0 means a 100% yield; for example, 0.34 means a 34% yield). (1) The reactants are Br[CH2:2][C:3]([CH:5]1[CH2:10][CH2:9][CH2:8][CH2:7][CH2:6]1)=O.[C:11]([CH2:13][C:14]([NH2:16])=[S:15])#[N:12]. No catalyst specified. The product is [CH:5]1([C:3]2[N:16]=[C:14]([CH2:13][C:11]#[N:12])[S:15][CH:2]=2)[CH2:10][CH2:9][CH2:8][CH2:7][CH2:6]1. The yield is 0.800. (2) The reactants are [F:1][C:2]([F:27])([F:26])[C:3]1[CH:4]=[CH:5][C:6]([O:9][C:10]2[CH:11]=[C:12]([CH:16]=[C:17]3[CH2:22][CH2:21][CH:20]([C:23](O)=[O:24])[CH2:19][CH2:18]3)[CH:13]=[CH:14][CH:15]=2)=[N:7][CH:8]=1.C(Cl)(=O)C([Cl:31])=O.[NH2:34][C:35]1[CH:36]=[N:37][CH:38]=[CH:39][CH:40]=1.C(N(CC)CC)C. The catalyst is C(Cl)Cl.CN(C=O)C. The product is [ClH:31].[N:37]1[CH:38]=[CH:39][CH:40]=[C:35]([NH:34][C:23]([CH:20]2[CH2:19][CH2:18][C:17](=[CH:16][C:12]3[CH:13]=[CH:14][CH:15]=[C:10]([O:9][C:6]4[CH:5]=[CH:4][C:3]([C:2]([F:27])([F:1])[F:26])=[CH:8][N:7]=4)[CH:11]=3)[CH2:22][CH2:21]2)=[O:24])[CH:36]=1. The yield is 0.380. (3) The reactants are [F:1][C:2]1[CH:7]=[C:6]([I:8])[CH:5]=[CH:4][C:3]=1[NH:9][C:10]1[N:15]([CH3:16])[C:14](=[O:17])[C:13]2[CH:18]=[CH:19][O:20][C:12]=2[C:11]=1[C:21](O)=[O:22].Cl.[CH:25]1([CH2:28][O:29][NH2:30])[CH2:27][CH2:26]1.CCN=C=NCCCN(C)C.C1C=CC2N(O)N=NC=2C=1. The catalyst is CN(C=O)C. The product is [CH:25]1([CH2:28][O:29][NH:30][C:21]([C:11]2[C:12]3[O:20][CH:19]=[CH:18][C:13]=3[C:14](=[O:17])[N:15]([CH3:16])[C:10]=2[NH:9][C:3]2[CH:4]=[CH:5][C:6]([I:8])=[CH:7][C:2]=2[F:1])=[O:22])[CH2:27][CH2:26]1. The yield is 0.160. (4) The catalyst is C1COCC1.C(O)(=O)C.O. The yield is 0.440. The product is [OH:16][NH:15][C:13]([C:6]1[CH:5]=[C:4]2[C:9]([C:10](=[O:12])[NH:11][C:2](=[O:1])[NH:3]2)=[CH:8][CH:7]=1)=[O:14]. The reactants are [O:1]=[C:2]1[NH:11][C:10](=[O:12])[C:9]2[C:4](=[CH:5][C:6]([C:13]([NH:15][O:16]C3CCCCO3)=[O:14])=[CH:7][CH:8]=2)[NH:3]1. (5) The reactants are O1CCCC1.[CH2:6]([O:13][C:14]1[CH:19]=[CH:18][C:17]([CH2:20][C:21](Cl)=[N:22][OH:23])=[CH:16][CH:15]=1)[C:7]1[CH:12]=[CH:11][CH:10]=[CH:9][CH:8]=1.[C:25]([C:27]1[C:28]([NH2:34])=[N:29][C:30]([CH3:33])=[CH:31][CH:32]=1)#[CH:26].C(N(CC)CC)C. The catalyst is O. The product is [CH2:6]([O:13][C:14]1[CH:19]=[CH:18][C:17]([CH2:20][C:21]2[CH:26]=[C:25]([C:27]3[C:28]([NH2:34])=[N:29][C:30]([CH3:33])=[CH:31][CH:32]=3)[O:23][N:22]=2)=[CH:16][CH:15]=1)[C:7]1[CH:12]=[CH:11][CH:10]=[CH:9][CH:8]=1. The yield is 0.340. (6) The reactants are [Si:1]([O:8]S(C(F)(F)F)(=O)=O)([C:4]([CH3:7])([CH3:6])[CH3:5])([CH3:3])[CH3:2].[Br:16][C:17]1[CH:22]=[CH:21][C:20]([CH:23](O)[CH2:24][CH2:25][CH2:26][CH2:27][CH3:28])=[CH:19][CH:18]=1.N1C(C)=CC=CC=1C.C(=O)(O)[O-].[Na+]. The catalyst is ClCCl. The product is [Br:16][C:17]1[CH:22]=[CH:21][C:20]([CH:23]([O:8][Si:1]([C:4]([CH3:7])([CH3:6])[CH3:5])([CH3:3])[CH3:2])[CH2:24][CH2:25][CH2:26][CH2:27][CH3:28])=[CH:19][CH:18]=1. The yield is 0.880.